This data is from NCI-60 drug combinations with 297,098 pairs across 59 cell lines. The task is: Regression. Given two drug SMILES strings and cell line genomic features, predict the synergy score measuring deviation from expected non-interaction effect. (1) Drug 1: CCC(=C(C1=CC=CC=C1)C2=CC=C(C=C2)OCCN(C)C)C3=CC=CC=C3.C(C(=O)O)C(CC(=O)O)(C(=O)O)O. Drug 2: CC1=C(C(=CC=C1)Cl)NC(=O)C2=CN=C(S2)NC3=CC(=NC(=N3)C)N4CCN(CC4)CCO. Cell line: HCT116. Synergy scores: CSS=10.8, Synergy_ZIP=4.68, Synergy_Bliss=7.29, Synergy_Loewe=-3.59, Synergy_HSA=0.526. (2) Drug 1: C1CN1C2=NC(=NC(=N2)N3CC3)N4CC4. Drug 2: CC1C(C(CC(O1)OC2CC(CC3=C2C(=C4C(=C3O)C(=O)C5=C(C4=O)C(=CC=C5)OC)O)(C(=O)C)O)N)O.Cl. Cell line: SK-MEL-5. Synergy scores: CSS=21.6, Synergy_ZIP=-5.34, Synergy_Bliss=0.570, Synergy_Loewe=-13.8, Synergy_HSA=-0.109. (3) Drug 1: CN1CCC(CC1)COC2=C(C=C3C(=C2)N=CN=C3NC4=C(C=C(C=C4)Br)F)OC. Drug 2: B(C(CC(C)C)NC(=O)C(CC1=CC=CC=C1)NC(=O)C2=NC=CN=C2)(O)O. Cell line: OVCAR3. Synergy scores: CSS=14.0, Synergy_ZIP=-0.202, Synergy_Bliss=1.91, Synergy_Loewe=-0.0807, Synergy_HSA=2.44. (4) Synergy scores: CSS=6.64, Synergy_ZIP=-1.19, Synergy_Bliss=4.13, Synergy_Loewe=2.85, Synergy_HSA=4.59. Cell line: 786-0. Drug 2: CCCCC(=O)OCC(=O)C1(CC(C2=C(C1)C(=C3C(=C2O)C(=O)C4=C(C3=O)C=CC=C4OC)O)OC5CC(C(C(O5)C)O)NC(=O)C(F)(F)F)O. Drug 1: CC(C1=C(C=CC(=C1Cl)F)Cl)OC2=C(N=CC(=C2)C3=CN(N=C3)C4CCNCC4)N.